Dataset: Catalyst prediction with 721,799 reactions and 888 catalyst types from USPTO. Task: Predict which catalyst facilitates the given reaction. (1) Reactant: [H-].[Na+].[O:3]=[C:4]1[C:13]2[C:12]([C:14]([F:17])([F:16])[F:15])=[CH:11][CH:10]=[CH:9][C:8]=2[C@H:7]2[CH2:18][N:19]([C:21]([O:23][C:24]([CH3:27])([CH3:26])[CH3:25])=[O:22])[CH2:20][C@H:6]2[NH:5]1.I[CH2:29][CH3:30]. Product: [CH2:29]([N:5]1[C@@H:6]2[CH2:20][N:19]([C:21]([O:23][C:24]([CH3:27])([CH3:26])[CH3:25])=[O:22])[CH2:18][C@@H:7]2[C:8]2[CH:9]=[CH:10][CH:11]=[C:12]([C:14]([F:16])([F:17])[F:15])[C:13]=2[C:4]1=[O:3])[CH3:30]. The catalyst class is: 1. (2) Reactant: [CH:1]1([CH2:4][N:5]([C:15]2[CH:20]=[CH:19][CH:18]=[C:17]([C:21]([OH:42])([C:38]([F:41])([F:40])[F:39])[C:22]#[C:23][Si](C)(C3C=CC=CC=3)C3C=CC=CC=3)[CH:16]=2)[S:6]([C:9]2[CH:14]=[CH:13][CH:12]=[CH:11][CH:10]=2)(=[O:8])=[O:7])[CH2:3][CH2:2]1.C(O)(=O)C.[F-].C([N+](CCCC)(CCCC)CCCC)CCC. Product: [CH:1]1([CH2:4][N:5]([C:15]2[CH:20]=[CH:19][CH:18]=[C:17]([C:21]([OH:42])([C:38]([F:39])([F:40])[F:41])[C:22]#[CH:23])[CH:16]=2)[S:6]([C:9]2[CH:10]=[CH:11][CH:12]=[CH:13][CH:14]=2)(=[O:7])=[O:8])[CH2:3][CH2:2]1. The catalyst class is: 1. (3) Reactant: [Br:1][C:2]1[CH:7]=[C:6]([CH3:8])[CH:5]=[C:4]([CH3:9])[CH:3]=1.[Br:10]N1C(C)(C)C(=O)N(Br)C1=O. Product: [Br:1][C:2]1[CH:7]=[C:6]([CH3:8])[CH:5]=[C:4]([CH2:9][Br:10])[CH:3]=1. The catalyst class is: 340.